Dataset: Peptide-MHC class I binding affinity with 185,985 pairs from IEDB/IMGT. Task: Regression. Given a peptide amino acid sequence and an MHC pseudo amino acid sequence, predict their binding affinity value. This is MHC class I binding data. (1) The peptide sequence is LTAMGMSL. The MHC is Mamu-A02 with pseudo-sequence Mamu-A02. The binding affinity (normalized) is 0.575. (2) The peptide sequence is MALKDFKEF. The MHC is HLA-B53:01 with pseudo-sequence HLA-B53:01. The binding affinity (normalized) is 0.543. (3) The MHC is Mamu-A11 with pseudo-sequence Mamu-A11. The peptide sequence is GMSLNFPI. The binding affinity (normalized) is 0.749. (4) The peptide sequence is LTPDEKYFI. The MHC is Mamu-A01 with pseudo-sequence Mamu-A01. The binding affinity (normalized) is 0.912.